This data is from Forward reaction prediction with 1.9M reactions from USPTO patents (1976-2016). The task is: Predict the product of the given reaction. (1) The product is: [ClH:24].[ClH:1].[CH3:38][NH:39][C:40]([C:42]1[C:50]2[CH:49]=[C:48]([C:51]3[C:56]([Br:57])=[CH:55][N:54]=[C:53]([NH:58][CH2:59][CH2:60][CH:61]4[CH2:62][CH2:63][N:64]([CH:3]5[CH2:5][CH2:4]5)[CH2:65][CH2:66]4)[N:52]=3)[S:47][C:46]=2[CH:45]=[CH:44][CH:43]=1)=[O:41]. Given the reactants [ClH:1].Cl.[CH:3]1(NC(C2C3C=C(C4C([Cl:24])=CN=C(NCCCC5CCN(C6CC6)CC5)N=4)SC=3C=CC=2)=O)[CH2:5][CH2:4]1.[CH3:38][NH:39][C:40]([C:42]1[C:50]2[CH:49]=[C:48]([C:51]3[C:56]([Br:57])=[CH:55][N:54]=[C:53]([NH:58][CH2:59][CH2:60][CH:61]4[CH2:66][CH2:65][NH:64][CH2:63][CH2:62]4)[N:52]=3)[S:47][C:46]=2[CH:45]=[CH:44][CH:43]=1)=[O:41], predict the reaction product. (2) Given the reactants Br[C:2]1[N:3]=[C:4]2[C:10]([C:11]([NH:13][C:14]([CH3:17])([CH3:16])[CH3:15])=[O:12])=[CH:9][N:8]([CH2:18][O:19][CH2:20][CH2:21][Si:22]([CH3:25])([CH3:24])[CH3:23])[C:5]2=[N:6][CH:7]=1.Cl.[CH2:27]([N:29]1[CH:33]=[C:32]([NH2:34])[CH:31]=[N:30]1)[CH3:28].CC(C)([O-])C.[Na+], predict the reaction product. The product is: [C:14]([NH:13][C:11]([C:10]1[C:4]2[C:5](=[N:6][CH:7]=[C:2]([NH:34][C:32]3[CH:31]=[N:30][N:29]([CH2:27][CH3:28])[CH:33]=3)[N:3]=2)[N:8]([CH2:18][O:19][CH2:20][CH2:21][Si:22]([CH3:25])([CH3:24])[CH3:23])[CH:9]=1)=[O:12])([CH3:17])([CH3:16])[CH3:15].